This data is from Forward reaction prediction with 1.9M reactions from USPTO patents (1976-2016). The task is: Predict the product of the given reaction. (1) The product is: [N:3]1[CH:4]=[CH:5][CH:6]=[CH:7][C:2]=1[NH:1][C:15]([C:12]1[CH2:13][CH2:14][O:8][C:9]2[CH:21]=[CH:20][CH:19]=[CH:18][C:10]=2[CH:11]=1)=[O:16]. Given the reactants [NH2:1][C:2]1[CH:7]=[CH:6][CH:5]=[CH:4][N:3]=1.[O:8]1[CH2:14][CH2:13][C:12]([C:15](Cl)=[O:16])=[CH:11][C:10]2[CH:18]=[CH:19][CH:20]=[CH:21][C:9]1=2, predict the reaction product. (2) Given the reactants [NH2:1][C:2]1[S:3][C:4]2[CH:10]=[C:9]([C:11]([OH:13])=[O:12])[CH:8]=[C:7]([Br:14])[C:5]=2[N:6]=1.[Si](C=[N+]=[N-])(C)(C)[CH3:16], predict the reaction product. The product is: [CH3:16][O:12][C:11]([C:9]1[CH:8]=[C:7]([Br:14])[C:5]2[N:6]=[C:2]([NH2:1])[S:3][C:4]=2[CH:10]=1)=[O:13]. (3) Given the reactants [C:1]1([S:7]([N:10]2[C:14]3=[N:15][CH:16]=[C:17]([NH:19][C:20](=[O:26])[O:21][C:22]([CH3:25])([CH3:24])[CH3:23])[CH:18]=[C:13]3[CH:12]=[CH:11]2)(=[O:9])=[O:8])[CH:6]=[CH:5][CH:4]=[CH:3][CH:2]=1.C([Li])(C)(C)C.[I:32]I, predict the reaction product. The product is: [I:32][C:11]1[N:10]([S:7]([C:1]2[CH:2]=[CH:3][CH:4]=[CH:5][CH:6]=2)(=[O:9])=[O:8])[C:14]2=[N:15][CH:16]=[C:17]([NH:19][C:20](=[O:26])[O:21][C:22]([CH3:23])([CH3:25])[CH3:24])[CH:18]=[C:13]2[CH:12]=1. (4) Given the reactants FC(F)(F)S(O)(=O)=O.C1COCC1.[O:14]=[C:15]1[N:21]2[C@H:17]([CH2:18][C:19]([C:28]3[CH:33]=[CH:32][CH:31]=[C:30]([CH2:34][O:35][Si](CC)(CC)CC)[CH:29]=3)=[C:20]2[C:22]([O:24][CH2:25][CH:26]=[CH2:27])=[O:23])[C@H:16]1[C@H:43]([O:45][Si](CC)(CC)CC)[CH3:44].C(=O)([O-])O.[Na+], predict the reaction product. The product is: [OH:45][C@@H:43]([C@H:16]1[C:15](=[O:14])[N:21]2[C@@H:17]1[CH2:18][C:19]([C:28]1[CH:33]=[CH:32][CH:31]=[C:30]([CH2:34][OH:35])[CH:29]=1)=[C:20]2[C:22]([O:24][CH2:25][CH:26]=[CH2:27])=[O:23])[CH3:44]. (5) The product is: [NH2:16][C:3]1[CH:4]=[C:5]([C:8]([NH:10][CH2:11][C:12]([CH3:13])([CH3:14])[CH3:15])=[O:9])[CH:6]=[CH:7][C:2]=1[C:36]1[C:35]([CH3:47])=[C:34]([F:48])[CH:33]=[C:32]([C:31]([NH:30][CH:27]2[CH2:29][CH2:28]2)=[O:49])[CH:37]=1. Given the reactants Br[C:2]1[CH:7]=[CH:6][C:5]([C:8]([NH:10][CH2:11][C:12]([CH3:15])([CH3:14])[CH3:13])=[O:9])=[CH:4][C:3]=1[NH:16]C(=O)OCC1C=CC=CC=1.[CH:27]1([NH:30][C:31](=[O:49])[C:32]2[CH:37]=[C:36](B3OC(C)(C)C(C)(C)O3)[C:35]([CH3:47])=[C:34]([F:48])[CH:33]=2)[CH2:29][CH2:28]1.C(=O)([O-])[O-].[K+].[K+], predict the reaction product.